From a dataset of Forward reaction prediction with 1.9M reactions from USPTO patents (1976-2016). Predict the product of the given reaction. Given the reactants [Br:1][C:2]1[CH:9]=[CH:8][C:5]([CH:6]=O)=[CH:4][CH:3]=1.C(O)(=O)[CH2:11][C:12]([OH:14])=[O:13].N1CCCCC1.Cl, predict the reaction product. The product is: [Br:1][C:2]1[CH:9]=[CH:8][C:5]([CH:6]=[CH:11][C:12]([OH:14])=[O:13])=[CH:4][CH:3]=1.